From a dataset of CYP1A2 inhibition data for predicting drug metabolism from PubChem BioAssay. Regression/Classification. Given a drug SMILES string, predict its absorption, distribution, metabolism, or excretion properties. Task type varies by dataset: regression for continuous measurements (e.g., permeability, clearance, half-life) or binary classification for categorical outcomes (e.g., BBB penetration, CYP inhibition). Dataset: cyp1a2_veith. The molecule is COc1ccc(C(=O)N2CC3(CC(c4ccc(Cl)cc4)=NO3)C[C@H]2C(=O)NCC(N)=O)cc1. The result is 0 (non-inhibitor).